From a dataset of Full USPTO retrosynthesis dataset with 1.9M reactions from patents (1976-2016). Predict the reactants needed to synthesize the given product. (1) Given the product [NH2:1][C:2]1[CH:9]=[C:8]([N:10]2[CH2:14][CH2:13][CH2:12][CH2:11]2)[CH:7]=[CH:6][C:3]=1[C:4](=[S:16])[NH2:5], predict the reactants needed to synthesize it. The reactants are: [NH2:1][C:2]1[CH:9]=[C:8]([N:10]2[CH2:14][CH2:13][CH2:12][CH2:11]2)[CH:7]=[CH:6][C:3]=1[C:4]#[N:5].P12(SP3(SP(SP(S3)(S1)=S)(=S)S2)=S)=[S:16]. (2) Given the product [NH:1]1[C:5]2=[N:6][CH:7]=[CH:8][CH:9]=[C:4]2[C:3]([CH:10]2[CH2:15][CH2:14][N:13]([C:16]([O:18][C:19]([CH3:22])([CH3:21])[CH3:20])=[O:17])[CH2:12][CH2:11]2)=[CH:2]1, predict the reactants needed to synthesize it. The reactants are: [NH:1]1[C:5]2=[N:6][CH:7]=[CH:8][CH:9]=[C:4]2[C:3]([C:10]2[CH2:15][CH2:14][N:13]([C:16]([O:18][C:19]([CH3:22])([CH3:21])[CH3:20])=[O:17])[CH2:12][CH:11]=2)=[CH:2]1.C([O-])=O.[NH4+]. (3) Given the product [ClH:1].[NH2:9][CH2:10][C@H:11]1[CH2:12][CH2:13][C@H:14]([C:17]([NH:19][C@H:20]([C:52](=[O:65])[NH:53][C:54]2[CH:55]=[CH:56][C:57]([C:60]3[N:61]=[N:62][NH:63][N:64]=3)=[CH:58][CH:59]=2)[CH2:21][C:22]2[CH:27]=[CH:26][C:25]([C:28]3[C:33]([CH3:34])=[C:32]([F:35])[CH:31]=[C:30]([C:36]([NH:38][CH:39]4[CH2:40][CH2:41][NH:42][CH2:43][CH2:44]4)=[O:37])[CH:29]=3)=[CH:24][CH:23]=2)=[O:18])[CH2:15][CH2:16]1, predict the reactants needed to synthesize it. The reactants are: [ClH:1].C(OC([NH:9][CH2:10][C@H:11]1[CH2:16][CH2:15][C@H:14]([C:17]([NH:19][C@H:20]([C:52](=[O:65])[NH:53][C:54]2[CH:59]=[CH:58][C:57]([C:60]3[N:61]=[N:62][NH:63][N:64]=3)=[CH:56][CH:55]=2)[CH2:21][C:22]2[CH:27]=[CH:26][C:25]([C:28]3[C:33]([CH3:34])=[C:32]([F:35])[CH:31]=[C:30]([C:36]([NH:38][CH:39]4[CH2:44][CH2:43][N:42](C(OC(C)(C)C)=O)[CH2:41][CH2:40]4)=[O:37])[CH:29]=3)=[CH:24][CH:23]=2)=[O:18])[CH2:13][CH2:12]1)=O)(C)(C)C. (4) Given the product [F:17][C:18]([F:23])([F:22])[C:19]([OH:21])=[O:20].[Br:16][CH2:15][CH2:14][CH2:13][CH2:12][CH2:11][CH2:10][O:9][NH2:8], predict the reactants needed to synthesize it. The reactants are: C([NH:8][O:9][CH2:10][CH2:11][CH2:12][CH2:13][CH2:14][CH2:15][Br:16])(OC(C)(C)C)=O.[F:17][C:18]([F:23])([F:22])[C:19]([OH:21])=[O:20].